This data is from Forward reaction prediction with 1.9M reactions from USPTO patents (1976-2016). The task is: Predict the product of the given reaction. (1) Given the reactants [NH2:1][C:2]1[CH:7]=[C:6]([Cl:8])[CH:5]=[CH:4][C:3]=1[C:9]([C:11]1[CH:16]=[CH:15][N:14]=[CH:13][CH:12]=1)=[O:10].[Cl:17][C:18]1[CH:23]=[CH:22][C:21]([S:24](Cl)(=[O:26])=[O:25])=[CH:20][C:19]=1[C:28]([F:31])([F:30])[F:29], predict the reaction product. The product is: [Cl:17][C:18]1[CH:23]=[CH:22][C:21]([S:24]([NH:1][C:2]2[CH:7]=[C:6]([Cl:8])[CH:5]=[CH:4][C:3]=2[C:9]([C:11]2[CH:16]=[CH:15][N:14]=[CH:13][CH:12]=2)=[O:10])(=[O:25])=[O:26])=[CH:20][C:19]=1[C:28]([F:31])([F:29])[F:30]. (2) Given the reactants [Cl:1][C:2]1[N:3]=[N:4][C:5]([Cl:9])=[CH:6][C:7]=1Cl.[CH3:10][C@@H:11]1[CH2:16][O:15][CH2:14][CH2:13][NH:12]1.CCN(C(C)C)C(C)C.O, predict the reaction product. The product is: [Cl:1][C:2]1[N:3]=[N:4][C:5]([Cl:9])=[CH:6][C:7]=1[N:12]1[CH2:13][CH2:14][O:15][CH2:16][C@H:11]1[CH3:10]. (3) Given the reactants [NH:1]1[CH2:6][CH2:5][CH:4]([CH2:7][O:8][C:9]2[C:10]([NH2:15])=[N:11][CH:12]=[N:13][CH:14]=2)[CH2:3][CH2:2]1.[Cl:16][C:17]1[N:22]=[C:21](Cl)[N:20]=[C:19]([O:24][CH2:25][CH:26]2[CH2:28][C:27]2([F:30])[F:29])[N:18]=1.CCN(C(C)C)C(C)C.C(Cl)Cl.CO, predict the reaction product. The product is: [Cl:16][C:17]1[N:18]=[C:19]([O:24][CH2:25][CH:26]2[CH2:28][C:27]2([F:30])[F:29])[N:20]=[C:21]([N:1]2[CH2:6][CH2:5][CH:4]([CH2:7][O:8][C:9]3[C:10]([NH2:15])=[N:11][CH:12]=[N:13][CH:14]=3)[CH2:3][CH2:2]2)[N:22]=1. (4) Given the reactants [CH3:1][O:2][C:3]1[CH:4]=[C:5]2[C:10](=[CH:11][CH:12]=1)[N:9]=[C:8]([C:13]1[CH:22]=[CH:21][C:16]([C:17]([O:19]C)=[O:18])=[CH:15][CH:14]=1)[CH:7]=[N:6]2.[OH-].[Na+], predict the reaction product. The product is: [CH3:1][O:2][C:3]1[CH:4]=[C:5]2[C:10](=[CH:11][CH:12]=1)[N:9]=[C:8]([C:13]1[CH:22]=[CH:21][C:16]([C:17]([OH:19])=[O:18])=[CH:15][CH:14]=1)[CH:7]=[N:6]2. (5) Given the reactants [Cl:1][C:2]1[CH:3]=[C:4]([CH:24]=[CH:25][C:26]=1[Cl:27])[C:5]([NH:7][C:8]1[CH:9]=[N:10][C:11]([O:14][C:15]2[CH:20]=[CH:19][C:18]([CH2:21][C:22]#[N:23])=[CH:17][CH:16]=2)=[CH:12][CH:13]=1)=[O:6].[OH2:28].[NH2:29]O.C(=O)([O-])[O-].[K+].[K+], predict the reaction product. The product is: [Cl:1][C:2]1[CH:3]=[C:4]([CH:24]=[CH:25][C:26]=1[Cl:27])[C:5]([NH:7][C:8]1[CH:9]=[N:10][C:11]([O:14][C:15]2[CH:20]=[CH:19][C:18]([CH2:21][C:22](=[NH:29])[NH:23][OH:28])=[CH:17][CH:16]=2)=[CH:12][CH:13]=1)=[O:6]. (6) The product is: [Cl:12][C:13]1[C:14]([C:19]([NH:1][C:2]2[CH:7]=[C:6]([C:8]([F:9])([F:11])[F:10])[CH:5]=[CH:4][N:3]=2)=[O:20])=[N:15][CH:16]=[CH:17][CH:18]=1. Given the reactants [NH2:1][C:2]1[CH:7]=[C:6]([C:8]([F:11])([F:10])[F:9])[CH:5]=[CH:4][N:3]=1.[Cl:12][C:13]1[C:14]([C:19](O)=[O:20])=[N:15][CH:16]=[CH:17][CH:18]=1.CCN=C=NCCCN(C)C.Cl.C1C=CC2N(O)N=NC=2C=1.C(=O)(O)[O-].[Na+], predict the reaction product. (7) The product is: [CH:28]([C:20]1[CH:21]=[C:22]2[C:27](=[C:18]([C:14]3[CH:13]=[C:12]([CH:17]=[CH:16][CH:15]=3)[O:11][CH2:10][C:7]3[CH:6]=[CH:5][C:4]([C:3]([OH:31])=[O:2])=[CH:9][CH:8]=3)[CH:19]=1)[N:26]=[CH:25][CH:24]=[CH:23]2)([CH3:30])[CH3:29]. Given the reactants C[O:2][C:3](=[O:31])[C:4]1[CH:9]=[CH:8][C:7]([CH2:10][O:11][C:12]2[CH:17]=[CH:16][CH:15]=[C:14]([C:18]3[CH:19]=[C:20]([CH:28]([CH3:30])[CH3:29])[CH:21]=[C:22]4[C:27]=3[N:26]=[CH:25][CH:24]=[CH:23]4)[CH:13]=2)=[CH:6][CH:5]=1.[Li+].[OH-].Cl, predict the reaction product. (8) Given the reactants I[C:2]1[C:6]([C:7]2[N:11]=[CH:10][N:9]([CH2:12][O:13][CH2:14][CH2:15][Si:16]([CH3:19])([CH3:18])[CH3:17])[N:8]=2)=[CH:5][N:4]([C:20]2[C:25]([CH3:26])=[CH:24][N:23]=[C:22]([NH:27][C:28](=[O:30])[CH3:29])[CH:21]=2)[N:3]=1.[Cl:31][C:32]1[CH:37]=[CH:36][C:35]([CH:38]=[O:39])=[CH:34][C:33]=1B(O)O.P([O-])([O-])([O-])=O.[K+].[K+].[K+], predict the reaction product. The product is: [Cl:31][C:32]1[CH:37]=[CH:36][C:35]([CH:38]=[O:39])=[CH:34][C:33]=1[C:2]1[C:6]([C:7]2[N:11]=[CH:10][N:9]([CH2:12][O:13][CH2:14][CH2:15][Si:16]([CH3:19])([CH3:18])[CH3:17])[N:8]=2)=[CH:5][N:4]([C:20]2[C:25]([CH3:26])=[CH:24][N:23]=[C:22]([NH:27][C:28](=[O:30])[CH3:29])[CH:21]=2)[N:3]=1. (9) Given the reactants CO.[NH2:3][C:4]1[C:13]2[N:14]=[CH:15][N:16]([CH2:17][CH:18]([CH3:20])[CH3:19])[C:12]=2[C:11]2[CH:10]=[C:9](/[CH:21]=[CH:22]/[CH2:23][N:24]3[CH2:28][CH2:27][CH2:26][C:25]3=[O:29])[CH:8]=[CH:7][C:6]=2[N:5]=1, predict the reaction product. The product is: [NH2:3][C:4]1[C:13]2[N:14]=[CH:15][N:16]([CH2:17][CH:18]([CH3:20])[CH3:19])[C:12]=2[C:11]2[CH:10]=[C:9]([CH2:21][CH2:22][CH2:23][N:24]3[CH2:28][CH2:27][CH2:26][C:25]3=[O:29])[CH:8]=[CH:7][C:6]=2[N:5]=1. (10) Given the reactants [Cl:1][C:2]1[CH:3]=[C:4]([NH:11][S:12]([C:15]2[CH:20]=[CH:19][C:18]([Cl:21])=[C:17]([C:22]([F:25])([F:24])[F:23])[CH:16]=2)(=[O:14])=[O:13])[C:5]([C:8](O)=[O:9])=[N:6][CH:7]=1.[CH2:26]([NH:28][C:29]1[S:30][CH:31]=[CH:32][N:33]=1)[CH3:27].N[C:35]1[S:36][CH:37]=[CH:38][N:39]=1.[BH3-]C#N.[Na+].CN(C(O[N:52]1N=N[C:54]2C=CC=N[C:53]1=2)=[N+](C)C)C.F[P-](F)(F)(F)(F)F.CCN(C(C)C)C(C)C, predict the reaction product. The product is: [CH2:26]([NH:28][C:29]1[S:30][CH:31]=[CH:32][N:33]=1)[CH3:27].[Cl:1][C:2]1[C:3]([C:35]2[S:36][CH:37]=[CH:38][N:39]=2)=[C:4]([NH:11][S:12]([C:15]2[CH:20]=[CH:19][C:18]([Cl:21])=[C:17]([C:22]([F:23])([F:25])[F:24])[CH:16]=2)(=[O:13])=[O:14])[C:5]([C:8]([NH:52][CH2:53][CH3:54])=[O:9])=[N:6][CH:7]=1.